From a dataset of Cav3 T-type calcium channel HTS with 100,875 compounds. Binary Classification. Given a drug SMILES string, predict its activity (active/inactive) in a high-throughput screening assay against a specified biological target. The compound is s1c(C(OCC(=O)Nc2ccc(N(C(C)C)CC)cc2)=O)ccc1. The result is 0 (inactive).